This data is from Full USPTO retrosynthesis dataset with 1.9M reactions from patents (1976-2016). The task is: Predict the reactants needed to synthesize the given product. (1) Given the product [C:17]1([C:7]([C:1]2[CH:2]=[CH:3][CH:4]=[CH:5][CH:6]=2)([C:11]2[CH:12]=[CH:13][CH:14]=[CH:15][CH:16]=2)[C:8]([NH:23][CH2:24][CH2:25][CH2:26][N:27]2[CH2:32][CH2:31][CH:30]([C:33]3[CH:34]=[C:35]([NH:39][C:40]([CH:42]4[CH2:44][CH2:43]4)=[O:41])[CH:36]=[CH:37][CH:38]=3)[CH2:29][CH2:28]2)=[O:9])[CH:18]=[CH:19][CH:20]=[CH:21][CH:22]=1, predict the reactants needed to synthesize it. The reactants are: [C:1]1([C:7]([C:17]2[CH:22]=[CH:21][CH:20]=[CH:19][CH:18]=2)([C:11]2[CH:16]=[CH:15][CH:14]=[CH:13][CH:12]=2)[C:8](O)=[O:9])[CH:6]=[CH:5][CH:4]=[CH:3][CH:2]=1.[NH2:23][CH2:24][CH2:25][CH2:26][N:27]1[CH2:32][CH2:31][CH:30]([C:33]2[CH:34]=[C:35]([NH:39][C:40]([CH:42]3[CH2:44][CH2:43]3)=[O:41])[CH:36]=[CH:37][CH:38]=2)[CH2:29][CH2:28]1. (2) The reactants are: I[C:2]1[C:7]([CH3:8])=[CH:6][C:5]([C:9]2[CH:14]=[CH:13][N:12]=[N:11][CH:10]=2)=[CH:4][C:3]=1[CH3:15].[F:16][C:17]1[CH:18]=[CH:19][C:20](B2OC(C)(C)C(C)(C)O2)=[C:21]2[C:25]=1[C@H:24]([O:26][C:27]1[CH:40]=[CH:39][C:30]3[C@H:31]([CH2:34][C:35]([O:37][CH3:38])=[O:36])[CH2:32][O:33][C:29]=3[CH:28]=1)[CH2:23][CH2:22]2.BrC1C=CC(F)=C2C=1CC[C@H]2OC1C=CC2[C@H](CC(OC)=O)COC=2C=1. Given the product [CH3:15][C:3]1[CH:4]=[C:5]([C:9]2[CH:14]=[CH:13][N:12]=[N:11][CH:10]=2)[CH:6]=[C:7]([CH3:8])[C:2]=1[C:20]1[CH:19]=[CH:18][C:17]([F:16])=[C:25]2[C:21]=1[CH2:22][CH2:23][C@H:24]2[O:26][C:27]1[CH:40]=[CH:39][C:30]2[C@H:31]([CH2:34][C:35]([O:37][CH3:38])=[O:36])[CH2:32][O:33][C:29]=2[CH:28]=1, predict the reactants needed to synthesize it. (3) Given the product [C:23]([O:26][CH2:27][C:28]([NH:13][C:10]1[S:11][CH:12]=[C:8]([C:5]2[CH:4]=[CH:3][C:2]([Br:1])=[CH:7][CH:6]=2)[N:9]=1)=[O:29])(=[O:25])[CH3:24], predict the reactants needed to synthesize it. The reactants are: [Br:1][C:2]1[CH:7]=[CH:6][C:5]([C:8]2[N:9]=[C:10]([NH2:13])[S:11][CH:12]=2)=[CH:4][CH:3]=1.C(N(C(C)C)CC)(C)C.[C:23]([O:26][CH2:27][C:28](Cl)=[O:29])(=[O:25])[CH3:24]. (4) Given the product [Br:1][C:2]1[CH:7]=[C:6]([Cl:8])[CH:5]=[CH:4][C:3]=1[CH2:9][CH2:10][C:11]([O:13][CH3:14])=[O:12], predict the reactants needed to synthesize it. The reactants are: [Br:1][C:2]1[CH:7]=[C:6]([Cl:8])[CH:5]=[CH:4][C:3]=1/[CH:9]=[CH:10]/[C:11]([O:13][CH3:14])=[O:12].C(O)C.C1COCC1. (5) Given the product [N:8]1[CH:9]=[CH:10][C:5]([CH2:4][C:3]#[N:2])=[N:6][CH:7]=1, predict the reactants needed to synthesize it. The reactants are: C[N:2](C)/[CH:3]=[CH:4]/[C:5]1[CH:10]=[CH:9][N:8]=[CH:7][N:6]=1.NOS(O)(=O)=O.C(=O)([O-])O.[Na+].